From a dataset of Forward reaction prediction with 1.9M reactions from USPTO patents (1976-2016). Predict the product of the given reaction. Given the reactants [Si:1]([O:8][C@@H:9]([CH3:23])[CH2:10][O:11][N:12]1C(=O)C2C(=CC=CC=2)C1=O)([C:4]([CH3:7])([CH3:6])[CH3:5])([CH3:3])[CH3:2].CNN, predict the reaction product. The product is: [Si:1]([O:8][C@@H:9]([CH3:23])[CH2:10][O:11][NH2:12])([C:4]([CH3:7])([CH3:6])[CH3:5])([CH3:3])[CH3:2].